This data is from Reaction yield outcomes from USPTO patents with 853,638 reactions. The task is: Predict the reaction yield, written as a fraction of the theoretical maximum amount of product (1.0 means a 100% yield; for example, 0.34 means a 34% yield). (1) The reactants are Br[CH2:2][C:3]([C:5]1[CH:6]=[C:7]([C:23]([NH:25][CH2:26][C:27]2[CH:32]=[CH:31][C:30]([S:33]([CH3:36])(=[O:35])=[O:34])=[CH:29][CH:28]=2)=[O:24])[C:8](=[O:22])[N:9]([C:12]2[CH:17]=[CH:16][CH:15]=[C:14]([C:18]([F:21])([F:20])[F:19])[CH:13]=2)[C:10]=1[CH3:11])=O.[CH:37]([NH2:39])=[O:38].C1(C)C(C)=CC=CC=1.OS(O)(=O)=O. The catalyst is O.CC#N. The product is [CH3:11][C:10]1[N:9]([C:12]2[CH:17]=[CH:16][CH:15]=[C:14]([C:18]([F:20])([F:21])[F:19])[CH:13]=2)[C:8](=[O:22])[C:7]([C:23]([NH:25][CH2:26][C:27]2[CH:28]=[CH:29][C:30]([S:33]([CH3:36])(=[O:35])=[O:34])=[CH:31][CH:32]=2)=[O:24])=[CH:6][C:5]=1[C:3]1[N:39]=[CH:37][O:38][CH:2]=1. The yield is 0.310. (2) The product is [CH2:1]([N:8]1[C:17]2[C:12](=[CH:13][C:14]([C:29]3[CH:34]=[CH:33][CH:32]=[CH:31][CH:30]=3)=[CH:15][CH:16]=2)[CH2:11][C@H:10]([NH:19][S:20]([C:23]2[CH:28]=[CH:27][CH:26]=[CH:25][CH:24]=2)(=[O:22])=[O:21])[CH2:9]1)[C:2]1[CH:7]=[CH:6][CH:5]=[CH:4][CH:3]=1. The yield is 0.510. The catalyst is C1COCC1.CO. The reactants are [CH2:1]([N:8]1[C:17]2[C:12](=[CH:13][C:14](Br)=[CH:15][CH:16]=2)[CH2:11][C@H:10]([NH:19][S:20]([C:23]2[CH:28]=[CH:27][CH:26]=[CH:25][CH:24]=2)(=[O:22])=[O:21])[CH2:9]1)[C:2]1[CH:7]=[CH:6][CH:5]=[CH:4][CH:3]=1.[C:29]1(B(O)O)[CH:34]=[CH:33][CH:32]=[CH:31][CH:30]=1.C([O-])([O-])=O.[K+].[K+]. (3) The reactants are [Cl:1][C:2]1[CH:39]=[CH:38][C:5]2[NH:6][C:7]([C@@H:9]([NH:11][C:12](=[O:37])[C:13]3[CH:18]=[CH:17][C:16]([C:19]([N:21]4[CH2:25][CH2:24][CH2:23][C@H:22]4[CH2:26][CH2:27][NH:28]C(OC(C)(C)C)=O)=[O:20])=[C:15]([Cl:36])[CH:14]=3)[CH3:10])=[N:8][C:4]=2[CH:3]=1.FC(F)(F)C(O)=O.ClCCl.CO.N.ClCl. No catalyst specified. The product is [Cl:1][C:2]1[CH:39]=[CH:38][C:5]2[NH:6][C:7]([C@@H:9]([NH:11][C:12](=[O:37])[C:13]3[CH:18]=[CH:17][C:16]([C:19]([N:21]4[CH2:25][CH2:24][CH2:23][C@H:22]4[CH2:26][CH2:27][NH2:28])=[O:20])=[C:15]([Cl:36])[CH:14]=3)[CH3:10])=[N:8][C:4]=2[CH:3]=1. The yield is 1.00. (4) The reactants are [CH3:1][CH2:2][N:3]([CH2:6][CH2:7][NH:8][C:9]1[CH:10]=[CH:11][C:12]2[N:25]=[CH:24][N:23]3[C:13]=2[C:14]=1[C:15]([C:17]1[CH:18]=[C:19]([OH:26])[CH:20]=[CH:21][C:22]=13)=[O:16])[CH2:4][CH3:5].Cl.CN(C)CCCN=C=NCC.[C:39](O)(=[O:45])[CH2:40][CH2:41][CH2:42][CH2:43][CH3:44].C(N(CC)CC)C. The catalyst is CN(C)C1C=CN=CC=1.CN(C=O)C.C(Cl)(Cl)Cl.CO. The product is [CH2:2]([N:3]([CH2:4][CH3:5])[CH2:6][CH2:7][NH:8][C:9]1[C:14]2=[C:13]3[C:12]([N:25]=[CH:24][N:23]3[C:22]3[C:17]([C:15]2=[O:16])=[CH:18][C:19]([O:26][C:39](=[O:45])[CH2:40][CH2:41][CH2:42][CH2:43][CH3:44])=[CH:20][CH:21]=3)=[CH:11][CH:10]=1)[CH3:1]. The yield is 0.300. (5) The reactants are [CH2:1]([O:8][C:9]1[CH:14]=[CH:13][C:12](/[CH:15]=[CH:16]/[C:17]([C:19]2[CH:24]=[CH:23][C:22]([O:25][CH2:26][O:27][CH3:28])=[CH:21][C:20]=2[OH:29])=[O:18])=[CH:11][C:10]=1[O:30][CH2:31][O:32][CH3:33])[C:2]1[CH:7]=[CH:6][CH:5]=[CH:4][CH:3]=1.[OH-:34].[Na+].OO. The catalyst is CO. The product is [CH2:1]([O:8][C:9]1[CH:14]=[CH:13][C:12]([C:15]2[O:29][C:20]3[C:19]([C:17](=[O:18])[C:16]=2[OH:34])=[CH:24][CH:23]=[C:22]([O:25][CH2:26][O:27][CH3:28])[CH:21]=3)=[CH:11][C:10]=1[O:30][CH2:31][O:32][CH3:33])[C:2]1[CH:7]=[CH:6][CH:5]=[CH:4][CH:3]=1. The yield is 0.120. (6) The reactants are [C:1]([O:6][CH2:7][CH:8]1[O:10][CH2:9]1)(=[O:5])[CH2:2][CH2:3][CH3:4].O.C(OCC1C=CC=CC=1)[C@@H]1OC1. The catalyst is CC(O)=O.C1COCC1. The product is [C:1]([O:6][CH2:7][C@H:8]1[O:10][CH2:9]1)(=[O:5])[CH2:2][CH2:3][CH3:4]. The yield is 0.440. (7) The reactants are [F:1][C:2]1([F:56])[CH2:7][CH2:6][CH:5]([C:8]2[C:17]3[CH:16]([O:18][CH2:19][C:20]4[CH:25]=[CH:24][C:23]([O:26][CH3:27])=[CH:22][CH:21]=4)[CH2:15][C:14]([CH3:29])([CH3:28])[CH2:13][C:12]=3[N:11]=[C:10]([CH:30]3[CH2:35][CH2:34][N:33]([C:36]4[N:41]=[CH:40][C:39]([CH2:42][OH:43])=[CH:38][N:37]=4)[CH2:32][CH2:31]3)[C:9]=2[CH:44]([F:55])[C:45]2[CH:50]=[CH:49][C:48]([C:51]([F:54])([F:53])[F:52])=[CH:47][CH:46]=2)[CH2:4][CH2:3]1.[CH:57](N(C(C)C)CC)(C)[CH3:58].CS(Cl)(=O)=O.C(=O)([O-])O.[Na+]. The catalyst is ClCCl.C(O)C. The product is [F:56][C:2]1([F:1])[CH2:7][CH2:6][CH:5]([C:8]2[C:17]3[CH:16]([O:18][CH2:19][C:20]4[CH:21]=[CH:22][C:23]([O:26][CH3:27])=[CH:24][CH:25]=4)[CH2:15][C:14]([CH3:28])([CH3:29])[CH2:13][C:12]=3[N:11]=[C:10]([CH:30]3[CH2:31][CH2:32][N:33]([C:36]4[N:41]=[CH:40][C:39]([CH2:42][O:43][CH2:57][CH3:58])=[CH:38][N:37]=4)[CH2:34][CH2:35]3)[C:9]=2[CH:44]([F:55])[C:45]2[CH:46]=[CH:47][C:48]([C:51]([F:53])([F:52])[F:54])=[CH:49][CH:50]=2)[CH2:4][CH2:3]1. The yield is 0.850.